This data is from NCI-60 drug combinations with 297,098 pairs across 59 cell lines. The task is: Regression. Given two drug SMILES strings and cell line genomic features, predict the synergy score measuring deviation from expected non-interaction effect. (1) Drug 1: C1CC(C1)(C(=O)O)C(=O)O.[NH2-].[NH2-].[Pt+2]. Drug 2: C1CCC(C(C1)N)N.C(=O)(C(=O)[O-])[O-].[Pt+4]. Cell line: COLO 205. Synergy scores: CSS=36.9, Synergy_ZIP=-4.33, Synergy_Bliss=-4.52, Synergy_Loewe=2.44, Synergy_HSA=2.81. (2) Drug 1: C1CCC(C1)C(CC#N)N2C=C(C=N2)C3=C4C=CNC4=NC=N3. Drug 2: CCC1(CC2CC(C3=C(CCN(C2)C1)C4=CC=CC=C4N3)(C5=C(C=C6C(=C5)C78CCN9C7C(C=CC9)(C(C(C8N6C)(C(=O)OC)O)OC(=O)C)CC)OC)C(=O)OC)O.OS(=O)(=O)O. Cell line: HOP-62. Synergy scores: CSS=21.0, Synergy_ZIP=-1.68, Synergy_Bliss=7.48, Synergy_Loewe=-17.1, Synergy_HSA=5.90. (3) Drug 1: CN(CCCl)CCCl.Cl. Drug 2: CC(C)NC(=O)C1=CC=C(C=C1)CNNC.Cl. Cell line: OVCAR-5. Synergy scores: CSS=9.35, Synergy_ZIP=-2.52, Synergy_Bliss=-0.122, Synergy_Loewe=-4.79, Synergy_HSA=0.162. (4) Drug 1: C1CCC(C1)C(CC#N)N2C=C(C=N2)C3=C4C=CNC4=NC=N3. Drug 2: C1=CC(=C2C(=C1NCCNCCO)C(=O)C3=C(C=CC(=C3C2=O)O)O)NCCNCCO. Cell line: BT-549. Synergy scores: CSS=41.6, Synergy_ZIP=7.16, Synergy_Bliss=9.27, Synergy_Loewe=-23.8, Synergy_HSA=7.18. (5) Drug 1: CCC1=CC2CC(C3=C(CN(C2)C1)C4=CC=CC=C4N3)(C5=C(C=C6C(=C5)C78CCN9C7C(C=CC9)(C(C(C8N6C)(C(=O)OC)O)OC(=O)C)CC)OC)C(=O)OC.C(C(C(=O)O)O)(C(=O)O)O. Drug 2: CC(C)NC(=O)C1=CC=C(C=C1)CNNC.Cl. Cell line: RXF 393. Synergy scores: CSS=25.3, Synergy_ZIP=1.07, Synergy_Bliss=2.30, Synergy_Loewe=-30.7, Synergy_HSA=1.15.